Dataset: Catalyst prediction with 721,799 reactions and 888 catalyst types from USPTO. Task: Predict which catalyst facilitates the given reaction. (1) Reactant: [NH2:1][C:2]1[CH:3]=[C:4]([CH:9]([CH3:13])[C:10]([OH:12])=O)[CH:5]=[CH:6][C:7]=1[NH2:8].[C:14]([C:18]1[CH:25]=[CH:24][C:21]([CH2:22][NH2:23])=[CH:20][CH:19]=1)([CH3:17])([CH3:16])[CH3:15].C(Cl)CCl.C1C=CC2N(O)N=NC=2C=1.C(N(CC)CC)C. Product: [C:14]([C:18]1[CH:19]=[CH:20][C:21]([CH2:22][NH:23][C:10](=[O:12])[CH:9]([C:4]2[CH:5]=[CH:6][C:7]([NH2:8])=[C:2]([NH2:1])[CH:3]=2)[CH3:13])=[CH:24][CH:25]=1)([CH3:17])([CH3:15])[CH3:16]. The catalyst class is: 18. (2) Reactant: N([O-])=O.[Na+].[Br:5][C:6]1[CH:12]=[C:11]([O:13][CH3:14])[C:9](N)=[C:8]([O:15][CH3:16])[CH:7]=1.[ClH:17]. Product: [Br:5][C:6]1[CH:12]=[C:11]([O:13][CH3:14])[C:9]([Cl:17])=[C:8]([O:15][CH3:16])[CH:7]=1. The catalyst class is: 6. (3) Reactant: Cl.[CH3:2][O:3][C@H:4]1[C@@H:9]([NH:10][C:11](=[O:20])[O:12][CH2:13][C:14]2[CH:19]=[CH:18][CH:17]=[CH:16][CH:15]=2)[CH2:8][CH2:7][NH:6][CH2:5]1.Cl[C:22]1[CH:27]=[C:26]([CH3:28])[N:25]=[C:24]([C:29]([O:31][CH2:32]C)=[O:30])[CH:23]=1.C1C=CC(P(C2C(C3C(P(C4C=CC=CC=4)C4C=CC=CC=4)=CC=C4C=3C=CC=C4)=C3C(C=CC=C3)=CC=2)C2C=CC=CC=2)=CC=1.C(=O)([O-])[O-].[Cs+].[Cs+]. Product: [CH2:13]([O:12][C:11]([NH:10][C@H:9]1[CH2:8][CH2:7][N:6]([C:22]2[CH:27]=[C:26]([CH3:28])[N:25]=[C:24]([C:29]([O:31][CH3:32])=[O:30])[CH:23]=2)[CH2:5][C@H:4]1[O:3][CH3:2])=[O:20])[C:14]1[CH:19]=[CH:18][CH:17]=[CH:16][CH:15]=1. The catalyst class is: 167.